Dataset: Peptide-MHC class I binding affinity with 185,985 pairs from IEDB/IMGT. Task: Regression. Given a peptide amino acid sequence and an MHC pseudo amino acid sequence, predict their binding affinity value. This is MHC class I binding data. (1) The peptide sequence is KAAVDLSHFL. The MHC is HLA-B07:02 with pseudo-sequence HLA-B07:02. The binding affinity (normalized) is 0.0567. (2) The peptide sequence is KTWAYHGSY. The MHC is BoLA-T2a with pseudo-sequence BoLA-T2a. The binding affinity (normalized) is 0.0641. (3) The peptide sequence is AYYRGLDVSVI. The MHC is Patr-A0901 with pseudo-sequence Patr-A0901. The binding affinity (normalized) is 0.645. (4) The peptide sequence is RNFPTAFEF. The MHC is Mamu-B3901 with pseudo-sequence Mamu-B3901. The binding affinity (normalized) is 0.430. (5) The peptide sequence is LAPNNVSEL. The MHC is H-2-Db with pseudo-sequence H-2-Db. The binding affinity (normalized) is 0.884. (6) The peptide sequence is FHPQNGQFI. The MHC is H-2-Kb with pseudo-sequence H-2-Kb. The binding affinity (normalized) is 0.0352.